Dataset: Forward reaction prediction with 1.9M reactions from USPTO patents (1976-2016). Task: Predict the product of the given reaction. (1) Given the reactants [Cl:1][C:2]1[CH:7]=[CH:6][C:5]([S:8][CH2:9][CH:10](OC)OC)=[CH:4][CH:3]=1, predict the reaction product. The product is: [Cl:1][C:2]1[CH:7]=[CH:6][C:5]2[S:8][CH:9]=[CH:10][C:4]=2[CH:3]=1. (2) Given the reactants [Cl:1][C:2]1[C:7](=[O:8])[N:6]([C:9]2[CH:10]=[C:11]([CH:18]=[CH:19][C:20]=2[CH3:21])[C:12]([NH:14][CH2:15][CH2:16][OH:17])=[O:13])[C:5]([CH3:22])=[N:4][C:3]=1[O:23][CH2:24][C:25]1[CH:30]=[CH:29][C:28]([F:31])=[CH:27][C:26]=1[F:32].N[CH2:34][C@H](O)C, predict the reaction product. The product is: [Cl:1][C:2]1[C:7](=[O:8])[N:6]([C:9]2[CH:10]=[C:11]([CH:18]=[CH:19][C:20]=2[CH3:21])[C:12]([NH:14][CH2:15][C@H:16]([OH:17])[CH3:34])=[O:13])[C:5]([CH3:22])=[N:4][C:3]=1[O:23][CH2:24][C:25]1[CH:30]=[CH:29][C:28]([F:31])=[CH:27][C:26]=1[F:32]. (3) Given the reactants B1([O-])OO1.[OH2:5].[OH2:6].O.O.[Na+].[Cl:10][C:11]1[CH:17]=[C:16]([C:18]([F:21])([F:20])[F:19])[CH:15]=[C:14]([F:22])[C:12]=1[NH2:13].O, predict the reaction product. The product is: [Cl:10][C:11]1[CH:17]=[C:16]([C:18]([F:21])([F:20])[F:19])[CH:15]=[C:14]([F:22])[C:12]=1[N+:13]([O-:6])=[O:5]. (4) Given the reactants [Br:1][C:2]1[CH:9]=[CH:8][C:5]([CH:6]=O)=[C:4]([Cl:10])[CH:3]=1.Cl.[CH3:12][O:13][C:14](=[O:17])[CH2:15][NH2:16].C(N(CC)CC)C.[BH4-].[Na+], predict the reaction product. The product is: [Br:1][C:2]1[CH:9]=[CH:8][C:5]([CH2:6][NH:16][CH2:15][C:14]([O:13][CH3:12])=[O:17])=[C:4]([Cl:10])[CH:3]=1. (5) Given the reactants [CH:1]1(B(O)O)[CH2:3][CH2:2]1.C1(P(C2CCCCC2)C2C=CC=CC=2C2C(OC)=CC=CC=2OC)CCCCC1.C(=O)([O-])[O-].[Na+].[Na+].Br[C:43]1[C:48]([C:49]2[CH:54]=[CH:53][C:52]([F:55])=[CH:51][CH:50]=2)=[C:47]([F:56])[C:46]([O:57][CH:58]([CH3:60])[CH3:59])=[C:45]([CH:61]=[O:62])[CH:44]=1, predict the reaction product. The product is: [CH:1]1([C:43]2[C:48]([C:49]3[CH:50]=[CH:51][C:52]([F:55])=[CH:53][CH:54]=3)=[C:47]([F:56])[C:46]([O:57][CH:58]([CH3:60])[CH3:59])=[C:45]([CH:61]=[O:62])[CH:44]=2)[CH2:3][CH2:2]1. (6) Given the reactants FC(F)(F)C(O)=O.C(OC([N:15]1[C:23]2[C:18](=[C:19]([C:24]3[C:28]([C:29]4[CH:34]=[CH:33][CH:32]=[CH:31][N:30]=4)=[N:27][N:26]4[CH2:35][CH2:36][CH2:37][C:25]=34)[CH:20]=[CH:21][CH:22]=2)[CH:17]=[CH:16]1)=O)(C)(C)C.CO.[OH-].[NH4+], predict the reaction product. The product is: [N:30]1[CH:31]=[CH:32][CH:33]=[CH:34][C:29]=1[C:28]1[C:24]([C:19]2[CH:20]=[CH:21][CH:22]=[C:23]3[C:18]=2[CH:17]=[CH:16][NH:15]3)=[C:25]2[CH2:37][CH2:36][CH2:35][N:26]2[N:27]=1.